From a dataset of TCR-epitope binding with 47,182 pairs between 192 epitopes and 23,139 TCRs. Binary Classification. Given a T-cell receptor sequence (or CDR3 region) and an epitope sequence, predict whether binding occurs between them. (1) The epitope is KLSYGIATV. The TCR CDR3 sequence is CASSLAGDEQYF. Result: 0 (the TCR does not bind to the epitope). (2) The epitope is NYSGVVTTVMF. The TCR CDR3 sequence is CASSSGLVSNTGELFF. Result: 0 (the TCR does not bind to the epitope). (3) The epitope is KAFSPEVIPMF. The TCR CDR3 sequence is CATTDTYGYTF. Result: 1 (the TCR binds to the epitope). (4) The epitope is LLWNGPMAV. The TCR CDR3 sequence is CASSYSGGSYIEFF. Result: 1 (the TCR binds to the epitope). (5) The epitope is KLPDDFTGCV. The TCR CDR3 sequence is CASSLNGRGLYNEQFF. Result: 1 (the TCR binds to the epitope). (6) The epitope is NEGVKAAW. The TCR CDR3 sequence is CSASRPLGGLSYEQYF. Result: 1 (the TCR binds to the epitope). (7) The epitope is LLWNGPMAV. The TCR CDR3 sequence is CASSSEASGGYEQYF. Result: 0 (the TCR does not bind to the epitope). (8) The epitope is RPHERNGFTVL. The TCR CDR3 sequence is CASSPLGHRDTEAFF. Result: 0 (the TCR does not bind to the epitope). (9) The epitope is GLCTLVAML. The TCR CDR3 sequence is CASSSLRVETQYF. Result: 1 (the TCR binds to the epitope). (10) The epitope is NLWNTFTRL. The TCR CDR3 sequence is CASSLISNTEAFF. Result: 0 (the TCR does not bind to the epitope).